Dataset: Full USPTO retrosynthesis dataset with 1.9M reactions from patents (1976-2016). Task: Predict the reactants needed to synthesize the given product. (1) Given the product [NH2:1][C:2]1[N:7]=[C:6]([N:8]2[C:16]3[C:11](=[CH:12][CH:13]=[C:14]([C:49]#[C:48][C:46]([C:43]4[CH:44]=[CH:45][N:41]([CH3:40])[N:42]=4)([OH:54])[CH3:47])[CH:15]=3)[C:10]([C:18]([OH:21])([CH3:20])[CH3:19])=[N:9]2)[CH:5]=[CH:4][N:3]=1, predict the reactants needed to synthesize it. The reactants are: [NH2:1][C:2]1[N:7]=[C:6]([N:8]2[C:16]3[C:11](=[CH:12][CH:13]=[C:14](I)[CH:15]=3)[C:10]([C:18]([OH:21])([CH3:20])[CH3:19])=[N:9]2)[CH:5]=[CH:4][N:3]=1.CCCC[N+](CCCC)(CCCC)CCCC.[F-].[CH3:40][N:41]1[CH:45]=[CH:44][C:43]([C:46]([OH:54])([C:48]#[C:49][Si](C)(C)C)[CH3:47])=[N:42]1. (2) Given the product [CH3:24][C:25]1([CH3:27])[O:1][C:2]2[CH:10]=[C:9]([CH3:11])[CH:8]=[CH:7][C:3]=2[C:4](=[O:6])[O:5]1, predict the reactants needed to synthesize it. The reactants are: [OH:1][C:2]1[CH:10]=[C:9]([CH3:11])[CH:8]=[CH:7][C:3]=1[C:4]([OH:6])=[O:5].C(OC(=O)C)(=O)C.S(=O)(=O)(O)O.[CH3:24][C:25]([CH3:27])=O.